Predict the product of the given reaction. From a dataset of Forward reaction prediction with 1.9M reactions from USPTO patents (1976-2016). Given the reactants [SH:1][C:2]1[N:3]([CH3:7])[CH:4]=[CH:5][N:6]=1.C([Li])(C)(C)C.[Cl:13][C:14]1[CH:45]=[CH:44][C:17]([C:18]([C:20]2[CH:21]=[C:22]3[C:27](=[CH:28][CH:29]=2)[N:26]([CH3:30])[C:25](=[O:31])[CH:24]=[C:23]3[C:32]2[CH:37]=[CH:36][CH:35]=[C:34]([Si:38]([CH3:41])([CH3:40])[CH3:39])[C:33]=2[C:42]#[CH:43])=[O:19])=[CH:16][CH:15]=1, predict the reaction product. The product is: [Cl:13][C:14]1[CH:15]=[CH:16][C:17]([C:18]([OH:19])([C:4]2[N:3]([CH3:7])[C:2]([SH:1])=[N:6][CH:5]=2)[C:20]2[CH:21]=[C:22]3[C:27](=[CH:28][CH:29]=2)[N:26]([CH3:30])[C:25](=[O:31])[CH:24]=[C:23]3[C:32]2[CH:33]=[CH:42][CH:43]=[C:36]([C:35]#[C:34][Si:38]([CH3:41])([CH3:39])[CH3:40])[CH:37]=2)=[CH:44][CH:45]=1.